The task is: Regression. Given two drug SMILES strings and cell line genomic features, predict the synergy score measuring deviation from expected non-interaction effect.. This data is from NCI-60 drug combinations with 297,098 pairs across 59 cell lines. (1) Drug 1: C1=NC(=NC(=O)N1C2C(C(C(O2)CO)O)O)N. Drug 2: C(CN)CNCCSP(=O)(O)O. Cell line: EKVX. Synergy scores: CSS=3.11, Synergy_ZIP=-0.890, Synergy_Bliss=2.77, Synergy_Loewe=-0.0721, Synergy_HSA=2.30. (2) Drug 1: C1C(C(OC1N2C=C(C(=O)NC2=O)F)CO)O. Drug 2: CCC1(C2=C(COC1=O)C(=O)N3CC4=CC5=C(C=CC(=C5CN(C)C)O)N=C4C3=C2)O.Cl. Cell line: M14. Synergy scores: CSS=35.0, Synergy_ZIP=-7.66, Synergy_Bliss=-5.73, Synergy_Loewe=-6.90, Synergy_HSA=-2.84. (3) Drug 1: C1CC(=O)NC(=O)C1N2C(=O)C3=CC=CC=C3C2=O. Drug 2: C(CN)CNCCSP(=O)(O)O. Cell line: NCI-H226. Synergy scores: CSS=-1.49, Synergy_ZIP=-0.137, Synergy_Bliss=-1.41, Synergy_Loewe=-4.33, Synergy_HSA=-5.75. (4) Drug 1: CC(CN1CC(=O)NC(=O)C1)N2CC(=O)NC(=O)C2. Drug 2: CC1CCC2CC(C(=CC=CC=CC(CC(C(=O)C(C(C(=CC(C(=O)CC(OC(=O)C3CCCCN3C(=O)C(=O)C1(O2)O)C(C)CC4CCC(C(C4)OC)O)C)C)O)OC)C)C)C)OC. Cell line: DU-145. Synergy scores: CSS=24.3, Synergy_ZIP=-10.8, Synergy_Bliss=-6.05, Synergy_Loewe=-7.31, Synergy_HSA=-0.694. (5) Drug 1: C1=CC(=C2C(=C1NCCNCCO)C(=O)C3=C(C=CC(=C3C2=O)O)O)NCCNCCO. Drug 2: C1CCC(CC1)NC(=O)N(CCCl)N=O. Cell line: MCF7. Synergy scores: CSS=21.3, Synergy_ZIP=-14.1, Synergy_Bliss=-9.98, Synergy_Loewe=-14.9, Synergy_HSA=-7.49.